This data is from Reaction yield outcomes from USPTO patents with 853,638 reactions. The task is: Predict the reaction yield, written as a fraction of the theoretical maximum amount of product (1.0 means a 100% yield; for example, 0.34 means a 34% yield). (1) The reactants are [Cl:1][C:2]1[CH:3]=[C:4]([N:8]2[N:12]=[N:11][C:10]([CH:13]3[CH2:18][CH2:17][CH2:16][CH2:15][N:14]3C(OC(C)(C)C)=O)=[N:9]2)[CH:5]=[CH:6][CH:7]=1.FC(F)(F)C(O)=O.C(=O)([O-])[O-].[Na+].[Na+]. The catalyst is ClCCl. The product is [Cl:1][C:2]1[CH:3]=[C:4]([N:8]2[N:12]=[N:11][C:10]([CH:13]3[CH2:18][CH2:17][CH2:16][CH2:15][NH:14]3)=[N:9]2)[CH:5]=[CH:6][CH:7]=1. The yield is 0.658. (2) The reactants are [CH:1]1(I)[CH2:6][CH2:5][CH2:4][CH2:3][CH2:2]1.[Cl-].[Li+].[Cu](C#N)C#N.[C:15]([O:19][CH3:20])(=[O:18])[C:16]#[CH:17].[I:21]I. The catalyst is O1CCCC1.[Zn].BrCCBr.C[Si](Cl)(C)C. The product is [CH3:20][O:19][C:15](=[O:18])/[C:16](/[I:21])=[CH:17]\[CH:1]1[CH2:6][CH2:5][CH2:4][CH2:3][CH2:2]1. The yield is 0.990.